Task: Binary Classification. Given a T-cell receptor sequence (or CDR3 region) and an epitope sequence, predict whether binding occurs between them.. Dataset: TCR-epitope binding with 47,182 pairs between 192 epitopes and 23,139 TCRs (1) The epitope is GLIYNRMGAVTTEV. The TCR CDR3 sequence is CASSFQEGASSPLHF. Result: 1 (the TCR binds to the epitope). (2) The epitope is GTITVEELK. The TCR CDR3 sequence is CASSISGDYGYTF. Result: 0 (the TCR does not bind to the epitope). (3) The epitope is ELAGIGILTV. The TCR CDR3 sequence is CASSAGTSAIF. Result: 0 (the TCR does not bind to the epitope). (4) The epitope is PROT_97E67BCC. The TCR CDR3 sequence is CASSRRASGGTTPHYF. Result: 1 (the TCR binds to the epitope). (5) Result: 0 (the TCR does not bind to the epitope). The epitope is FTISVTTEIL. The TCR CDR3 sequence is CASTGQRTGHNEQFF. (6) The epitope is TVYDPLQPELDSFK. The TCR CDR3 sequence is CASSLFLLFGSYNEQFF. Result: 1 (the TCR binds to the epitope).